Task: Predict which catalyst facilitates the given reaction.. Dataset: Catalyst prediction with 721,799 reactions and 888 catalyst types from USPTO (1) Reactant: [F:1][C:2]1[C:3]([N:9]=[CH:10][N:11]([CH3:13])[CH3:12])=[N:4][C:5]([OH:8])=[N:6][CH:7]=1.CC(C)([O-])C.[K+].[CH3:20][S:21][CH2:22]Cl. Product: [F:1][C:2]1[C:3]([N:9]=[CH:10][N:11]([CH3:13])[CH3:12])=[N:4][C:5](=[O:8])[N:6]([CH2:20][S:21][CH3:22])[CH:7]=1. The catalyst class is: 3. (2) Reactant: [CH2:1]([C:3]1[CH:8]=[CH:7][CH:6]=[C:5]([CH2:9][CH3:10])[C:4]=1[C:11]1[CH:12]=[C:13]2[CH:19]=[CH:18][NH:17][C:14]2=[CH:15][N:16]=1)[CH3:2].[H-].[Na+].Cl[CH2:23][C:24]1[CH:29]=[C:28]([CH:30](C)C)[CH:27]=[CH:26][C:25]=1[CH3:33].O. Product: [CH2:1]([C:3]1[CH:8]=[CH:7][CH:6]=[C:5]([CH2:9][CH3:10])[C:4]=1[C:11]1[CH:12]=[C:13]2[CH:19]=[CH:18][N:17]([CH2:23][C:24]3[CH:29]=[C:28]([CH3:30])[CH:27]=[CH:26][C:25]=3[CH3:33])[C:14]2=[CH:15][N:16]=1)[CH3:2]. The catalyst class is: 31. (3) Reactant: [NH2:1][C:2]1[C:7]([N+:8]([O-:10])=[O:9])=[CH:6][CH:5]=[CH:4][C:3]=1[OH:11].[C:12](O[C:12]([O:14][C:15]([CH3:18])([CH3:17])[CH3:16])=[O:13])([O:14][C:15]([CH3:18])([CH3:17])[CH3:16])=[O:13].CCN(C(C)C)C(C)C. Product: [OH:11][C:3]1[CH:4]=[CH:5][CH:6]=[C:7]([N+:8]([O-:10])=[O:9])[C:2]=1[NH:1][C:12](=[O:13])[O:14][C:15]([CH3:18])([CH3:17])[CH3:16]. The catalyst class is: 239. (4) Reactant: C(=O)([O-])O.[Na+].[S:6]=[C:7]1[NH:12][C:11]2[CH:13]=[CH:14][NH:15][C:10]=2[C:9](=[O:16])[N:8]1[C:17]1[CH:22]=[CH:21][C:20]([O:23][CH2:24][C:25]([F:28])([F:27])[F:26])=[CH:19][CH:18]=1.Br[CH2:30][CH2:31][CH2:32][CH2:33][C:34]#[N:35].[I-].[Na+]. Product: [O:16]=[C:9]1[N:8]([C:17]2[CH:18]=[CH:19][C:20]([O:23][CH2:24][C:25]([F:28])([F:27])[F:26])=[CH:21][CH:22]=2)[C:7]([S:6][CH2:30][CH2:31][CH2:32][CH2:33][C:34]#[N:35])=[N:12][C:11]2[CH:13]=[CH:14][NH:15][C:10]1=2. The catalyst class is: 9. (5) Reactant: [CH2:1]([O:8][CH2:9][CH2:10][CH2:11][N:12]1[C:20]2[C:15](=[N:16][C:17]([O:21][CH3:22])=[CH:18][CH:19]=2)[C:14](Br)(Br)[C:13]1=[O:25])[C:2]1[CH:7]=[CH:6][CH:5]=[CH:4][CH:3]=1. Product: [CH2:1]([O:8][CH2:9][CH2:10][CH2:11][N:12]1[C:20]2[C:15](=[N:16][C:17]([O:21][CH3:22])=[CH:18][CH:19]=2)[CH2:14][C:13]1=[O:25])[C:2]1[CH:7]=[CH:6][CH:5]=[CH:4][CH:3]=1. The catalyst class is: 183. (6) Product: [CH3:9][N:10]1[C:15](=[O:16])[C:14]2[C:17]([S:45][C:42]3[CH:41]=[CH:40][C:39]([N+:36]([O-:38])=[O:37])=[CH:44][N:43]=3)=[C:18]([CH2:20][C:21]3[C:30]4[C:25](=[CH:26][CH:27]=[CH:28][CH:29]=4)[CH:24]=[CH:23][CH:22]=3)[S:19][C:13]=2[N:12]([CH2:31][CH:32]([CH3:33])[CH3:34])[C:11]1=[O:35]. The catalyst class is: 7. Reactant: C([N-]C(C)C)(C)C.[Li+].[CH3:9][N:10]1[C:15](=[O:16])[C:14]2[CH:17]=[C:18]([CH2:20][C:21]3[C:30]4[C:25](=[CH:26][CH:27]=[CH:28][CH:29]=4)[CH:24]=[CH:23][CH:22]=3)[S:19][C:13]=2[N:12]([CH2:31][CH:32]([CH3:34])[CH3:33])[C:11]1=[O:35].[N+:36]([C:39]1[CH:40]=[CH:41][C:42]([S:45][S:45][C:42]2[CH:41]=[CH:40][C:39]([N+:36]([O-:38])=[O:37])=[CH:44][N:43]=2)=[N:43][CH:44]=1)([O-:38])=[O:37].C(=O)([O-])O.[Na+]. (7) Reactant: [Cl:1][C:2]1[CH:3]=[C:4]([CH2:17][N:18]2[C:22]([CH3:23])=[CH:21][C:20]([C:24](O)=[O:25])=[N:19]2)[C:5]2[O:9][C:8]([C:10]3[CH:15]=[CH:14][CH:13]=[CH:12][CH:11]=3)=[CH:7][C:6]=2[CH:16]=1.CCN=C=NCCCN(C)C.C1C=C[C:41]2N(O)N=[N:44][C:42]=2[CH:43]=1.CC(N)C. Product: [Cl:1][C:2]1[CH:3]=[C:4]([CH2:17][N:18]2[C:22]([CH3:23])=[CH:21][C:20]([C:24]([NH:44][CH:42]([CH3:43])[CH3:41])=[O:25])=[N:19]2)[C:5]2[O:9][C:8]([C:10]3[CH:15]=[CH:14][CH:13]=[CH:12][CH:11]=3)=[CH:7][C:6]=2[CH:16]=1. The catalyst class is: 2.